Dataset: Full USPTO retrosynthesis dataset with 1.9M reactions from patents (1976-2016). Task: Predict the reactants needed to synthesize the given product. (1) The reactants are: C[O:2][C:3]([C:5]1[S:35][C:8]2[N:9]=[CH:10][N:11]=[C:12]([NH:13][C:14]3[CH:19]=[CH:18][C:17]([F:20])=[CH:16][C:15]=3[O:21][C@H:22]3[CH2:26][CH2:25][CH2:24][C@@H:23]3[NH:27][C:28]([O:30][C:31]([CH3:34])([CH3:33])[CH3:32])=[O:29])[C:7]=2[C:6]=1[CH3:36])=[O:4].[OH-].[Na+].Cl. Given the product [C:31]([O:30][C:28]([NH:27][C@H:23]1[CH2:24][CH2:25][CH2:26][C@@H:22]1[O:21][C:15]1[CH:16]=[C:17]([F:20])[CH:18]=[CH:19][C:14]=1[NH:13][C:12]1[C:7]2[C:6]([CH3:36])=[C:5]([C:3]([OH:4])=[O:2])[S:35][C:8]=2[N:9]=[CH:10][N:11]=1)=[O:29])([CH3:34])([CH3:32])[CH3:33], predict the reactants needed to synthesize it. (2) Given the product [Br:6][C:7]1[CH:8]=[N:9][CH:10]=[CH:11][C:12]=1[CH2:13][CH2:14][CH2:15][O:16][Si:17]([C:20]([CH3:23])([CH3:22])[CH3:21])([CH3:19])[CH3:18], predict the reactants needed to synthesize it. The reactants are: N1C=CN=C1.[Br:6][C:7]1[CH:8]=[N:9][CH:10]=[CH:11][C:12]=1[CH2:13][CH2:14][CH2:15][OH:16].[Si:17](Cl)([C:20]([CH3:23])([CH3:22])[CH3:21])([CH3:19])[CH3:18]. (3) The reactants are: P(OCC)(OCC)(O[C:4]1[N:9]=[C:8]([C:10]2[C:18]3[C:13](=[N:14][CH:15]=[C:16]([C:19]([F:22])([F:21])[F:20])[CH:17]=3)[N:12]([S:23]([C:26]3[CH:32]=[CH:31][C:29]([CH3:30])=[CH:28][CH:27]=3)(=[O:25])=[O:24])[CH:11]=2)[C:7]([C:33]#[N:34])=[CH:6][N:5]=1)=O.[NH2:41][C@@H:42]([CH:44]1[CH2:49][CH2:48][N:47]([C:50]([O:52][C:53]([CH3:56])([CH3:55])[CH3:54])=[O:51])[CH2:46][CH2:45]1)[CH3:43].C(N(C(C)C)CC)(C)C. Given the product [C:33]([C:7]1[C:8]([C:10]2[C:18]3[C:13](=[N:14][CH:15]=[C:16]([C:19]([F:22])([F:21])[F:20])[CH:17]=3)[N:12]([S:23]([C:26]3[CH:27]=[CH:28][C:29]([CH3:30])=[CH:31][CH:32]=3)(=[O:24])=[O:25])[CH:11]=2)=[N:9][C:4]([NH:41][C@@H:42]([CH:44]2[CH2:45][CH2:46][N:47]([C:50]([O:52][C:53]([CH3:54])([CH3:56])[CH3:55])=[O:51])[CH2:48][CH2:49]2)[CH3:43])=[N:5][CH:6]=1)#[N:34], predict the reactants needed to synthesize it. (4) Given the product [Br:12][C@H:2]([CH:6]1[CH2:11][CH2:10][CH2:9][CH2:8][CH2:7]1)[C:3]([OH:5])=[O:4], predict the reactants needed to synthesize it. The reactants are: N[C@H:2]([CH:6]1[CH2:11][CH2:10][CH2:9][CH2:8][CH2:7]1)[C:3]([OH:5])=[O:4].[BrH:12].N([O-])=O.[Na+]. (5) Given the product [N+:9](/[C:7](/[CH3:8])=[CH:2]\[C:3]([O:5][CH3:6])=[O:4])([O-:11])=[O:10], predict the reactants needed to synthesize it. The reactants are: O[CH:2]([CH:7]([N+:9]([O-:11])=[O:10])[CH3:8])[C:3]([O:5][CH3:6])=[O:4].C(N(CC)CC)C.